Dataset: NCI-60 drug combinations with 297,098 pairs across 59 cell lines. Task: Regression. Given two drug SMILES strings and cell line genomic features, predict the synergy score measuring deviation from expected non-interaction effect. Drug 1: C(=O)(N)NO. Drug 2: C1C(C(OC1N2C=NC3=C2NC=NCC3O)CO)O. Synergy scores: CSS=4.85, Synergy_ZIP=-2.11, Synergy_Bliss=-2.82, Synergy_Loewe=0.00641, Synergy_HSA=-2.00. Cell line: SK-MEL-5.